This data is from Experimentally validated miRNA-target interactions with 360,000+ pairs, plus equal number of negative samples. The task is: Binary Classification. Given a miRNA mature sequence and a target amino acid sequence, predict their likelihood of interaction. (1) The miRNA is hsa-miR-500b-3p with sequence GCACCCAGGCAAGGAUUCUG. The protein sequence of the target gene is MEALKVEKFTTANRGNGLRAVAPLRPGELLFRSDPLAYTVCKGSRGVVCDRCLLGKEKLMRCSQCRIAKYCSAKCQKKAWPDHRRECSCLKSCKPRYPPDSVRLLGRVIVKLMDEKPSESEKLYSFYDLESNISKLTEDKKEGLRQLAMTFQHFMREEIQDASQLPPSFDLFEAFAKVICNSFTICNAEMQEVGVGLYPSMSLLNHSCDPNCSIVFNGPHLLLRAVREIEAGEELTICYLDMLMTSEERRKQLRDQYCFECDCIRCQTQDKDADMLTGDEQIWKEVQESLKKIEELKAHW.... Result: 0 (no interaction). (2) The miRNA is hsa-miR-432-5p with sequence UCUUGGAGUAGGUCAUUGGGUGG. The protein sequence of the target gene is MSSKMVISEPGLNWDISPKNGLKTFFSRENYKDHSMAPSLKELRVLSNRRIGENLNASASSVENEPAVSSATQAKEKVKTTIGMVLLPKPRVPYPRFSRFSQREQRSYVDLLVKYAKIPANSKAVGINKNDYLQYLDMKKHVNEEVTEFLKFLQNSAKKCAQDYNMLSDDARLFTEKILRACIEQVKKYSEFYTLHEVTSLMGFFPFRVEMGLKLEKTLLALGSVKYVKTVFPSMPIKLQLSKDDIATIETSEQTAEAMHYDISKDPNAEKLVSRYHPQIALTSQSLFTLLNNHGPTYKE.... Result: 0 (no interaction). (3) The miRNA is hsa-miR-4783-3p with sequence CCCCGGUGUUGGGGCGCGUCUGC. The protein sequence of the target gene is MMPMFLTVYLSNNEQHFTEVPVTPETICRDVVDLCKEPGESDCHLAEVWCGSERPVADNERMFDVLQRFGSQRNEVRFFLRHERPPGRDIVSGPRSQDPSLKRNGVKVPGEYRRKENGVNSPRMDLTLAELQEMASRQQQQIEAQQQLLATKEQRLKFLKQQDQRQQQQVAEQEKLKRLKEIAENQEAKLKKVRALKGHVEQKRLSNGKLVEEIEQMNNLFQQKQRELVLAVSKVEELTRQLEMLKNGRIDSHHDNQSAVAELDRLYKELQLRNKLNQEQNAKLQQQRECLNKRNSEVAV.... Result: 0 (no interaction). (4) The miRNA is mmu-miR-342-3p with sequence UCUCACACAGAAAUCGCACCCGU. The protein sequence of the target gene is MSDFDSNPFADPDLNNPFKDPSVTQVTRNVPPGLDEYNPFSDSRTPPPGSVKMPNVPNTQPAIMKPTEEHPAYTQITKEHALAQAELLKRQEELERKAAELDRREREMQNLSQHGRKNNWPPLPSNFPVGPCFYQDFSVDIPVEFQKTVKLMYYLWMFHAVTLFLNIFGCLAWFCVDSSRAVDFGLSILWFLLFTPCSFVCWYRPLYGAFRSDSSFRFFVFFFVYICQFAVHVLQAAGFHNWGNCGWISSLTGLNKNIPVGIMMIIIAALFTASAVISLVMFKKVHGLYRTTGASFEKAQ.... Result: 1 (interaction). (5) The miRNA is hsa-miR-4774-3p with sequence AUUGCCUAACAUGUGCCAGAA. The protein sequence of the target gene is MKLKKQVTVCGAAIFCVAVFSLYLMLDRVQHDPTRHQNGGNFPRSQISVLQNRIEQLEQLLEENHEIISHIKDSVLELTANAEGPPAMLPYYTVNGSWVVPPEPRPSFFSISPQDCQFALGGRGQKPELQMLTVSEELPFDNVDGGVWRQGFDISYDPHDWDAEDLQVFVVPHSHNDPGWIKTFDKYYTEQTQHILNSMVSKLQEDPRRRFLWAEVSFFAKWWDNINVQKRAAVRRLVGNGQLEIATGGWVMPDEANSHYFALIDQLIEGHQWLERNLGATPRSGWAVDPFGYSSTMPYL.... Result: 0 (no interaction).